From a dataset of Full USPTO retrosynthesis dataset with 1.9M reactions from patents (1976-2016). Predict the reactants needed to synthesize the given product. (1) Given the product [CH:33]1([NH:30][C:31]([N:10]2[CH2:11][CH2:12][C:13]3[C:18](=[CH:17][CH:16]=[CH:15][CH:14]=3)[C@H:9]2[C:6]2[CH:5]=[CH:4][C:3]([C:2]([F:1])([F:19])[F:20])=[CH:8][CH:7]=2)=[O:32])[CH2:37][CH2:36][CH2:35][CH2:34]1, predict the reactants needed to synthesize it. The reactants are: [F:1][C:2]([F:20])([F:19])[C:3]1[CH:8]=[CH:7][C:6]([C@@H:9]2[C:18]3[C:13](=[CH:14][CH:15]=[CH:16][CH:17]=3)[CH2:12][CH2:11][NH:10]2)=[CH:5][CH:4]=1.C(N(C(C)C)C(C)C)C.[N:30]([CH:33]1[CH2:37][CH2:36][CH2:35][CH2:34]1)=[C:31]=[O:32]. (2) Given the product [Br:1][C:2]1[CH:7]=[CH:6][CH:5]=[CH:4][C:3]=1[CH:8]1[CH2:9][NH:29][C:10](=[O:19])[CH2:11][C:12]2[CH:13]=[CH:14][C:15]([Cl:18])=[CH:16][C:17]1=2, predict the reactants needed to synthesize it. The reactants are: [Br:1][C:2]1[CH:7]=[CH:6][CH:5]=[CH:4][C:3]=1[CH:8]1[C:17]2[C:12](=[CH:13][CH:14]=[C:15]([Cl:18])[CH:16]=2)[CH2:11][C:10](=[O:19])[CH2:9]1.S(=O)(=O)(O)O.C[Si]([N:29]=[N+]=[N-])(C)C.C(=O)(O)[O-].[Na+]. (3) Given the product [Cl:1][C:2]1[CH:3]=[C:4]([CH:7]=[CH:8][CH:9]=1)[CH2:5][O:6][CH2:13][C:14]([OH:16])=[O:15], predict the reactants needed to synthesize it. The reactants are: [Cl:1][C:2]1[CH:3]=[C:4]([CH:7]=[CH:8][CH:9]=1)[CH2:5][OH:6].[H-].[Na+].Br[CH2:13][C:14]([OH:16])=[O:15]. (4) The reactants are: [CH2:1]([O:8][CH2:9][CH2:10][N:11]1[CH2:16][CH2:15][C:14]([CH2:18][NH:19][CH2:20][CH:21]([C:30]2[CH:39]=[CH:38][C:37]([OH:40])=[C:36]3[C:31]=2[CH:32]=[CH:33][C:34](=[O:41])[NH:35]3)[O:22][Si](C(C)(C)C)(C)C)([OH:17])[CH2:13][CH2:12]1)[C:2]1[CH:7]=[CH:6][CH:5]=[CH:4][CH:3]=1.F.F.F.C(N(CC)CC)C. Given the product [CH2:1]([O:8][CH2:9][CH2:10][N:11]1[CH2:16][CH2:15][C:14]([CH2:18][NH:19][CH2:20][CH:21]([C:30]2[CH:39]=[CH:38][C:37]([OH:40])=[C:36]3[C:31]=2[CH:32]=[CH:33][C:34](=[O:41])[NH:35]3)[OH:22])([OH:17])[CH2:13][CH2:12]1)[C:2]1[CH:3]=[CH:4][CH:5]=[CH:6][CH:7]=1, predict the reactants needed to synthesize it. (5) Given the product [F:11][C:4]1[CH:5]=[C:6]([N:15]2[CH2:14][CH2:13][N:12]([C:18]([O:20][C:21]([CH3:24])([CH3:23])[CH3:22])=[O:19])[CH2:17][CH2:16]2)[CH:7]=[C:8]([F:9])[C:3]=1[O:2][CH3:1], predict the reactants needed to synthesize it. The reactants are: [CH3:1][O:2][C:3]1[C:8]([F:9])=[CH:7][C:6](Br)=[CH:5][C:4]=1[F:11].[N:12]1([C:18]([O:20][C:21]([CH3:24])([CH3:23])[CH3:22])=[O:19])[CH2:17][CH2:16][NH:15][CH2:14][CH2:13]1.C1(C2C=CC=CC=2)C=CC=CC=1P(C(C)(C)C)C(C)(C)C.CC(C)([O-])C.[Na+]. (6) Given the product [F:1][CH:2]([F:14])[CH2:3][O:4][C:5]1[C:6]([CH3:13])=[CH:7][C:8]([CH2:11][N:19]2[C:15](=[O:25])[C:16]3[C:17](=[CH:21][CH:22]=[CH:23][CH:24]=3)[C:18]2=[O:20])=[N:9][CH:10]=1, predict the reactants needed to synthesize it. The reactants are: [F:1][CH:2]([F:14])[CH2:3][O:4][C:5]1[C:6]([CH3:13])=[CH:7][C:8]([CH2:11]O)=[N:9][CH:10]=1.[C:15]1(=[O:25])[NH:19][C:18](=[O:20])[C:17]2=[CH:21][CH:22]=[CH:23][CH:24]=[C:16]12. (7) Given the product [F:43][C:31]1[CH:32]=[C:33]([F:42])[C:34]([NH:36][C:37](=[O:41])[CH:38]([CH3:39])[CH3:40])=[CH:35][C:30]=1[C:9]1[CH2:10][CH2:11][N:12]([C:15]([O:17][C:18]([CH3:19])([CH3:20])[CH3:21])=[O:16])[CH2:13][CH:14]=1, predict the reactants needed to synthesize it. The reactants are: CC1(C)C(C)(C)OB([C:9]2[CH2:10][CH2:11][N:12]([C:15]([O:17][C:18]([CH3:21])([CH3:20])[CH3:19])=[O:16])[CH2:13][CH:14]=2)O1.C([O-])([O-])=O.[K+].[K+].Br[C:30]1[C:31]([F:43])=[CH:32][C:33]([F:42])=[C:34]([NH:36][C:37](=[O:41])[CH:38]([CH3:40])[CH3:39])[CH:35]=1. (8) Given the product [Cl:21][C:16]1[CH:15]=[C:14]([C:8]2([C:10]([F:13])([F:12])[F:11])[CH2:7][C:6]3[CH:22]=[C:2]([B:23]4[O:27][C:26]([CH3:29])([CH3:28])[C:25]([CH3:31])([CH3:30])[O:24]4)[CH:3]=[CH:4][C:5]=3[O:9]2)[CH:19]=[C:18]([Cl:20])[CH:17]=1, predict the reactants needed to synthesize it. The reactants are: Br[C:2]1[CH:3]=[CH:4][C:5]2[O:9][C:8]([C:14]3[CH:19]=[C:18]([Cl:20])[CH:17]=[C:16]([Cl:21])[CH:15]=3)([C:10]([F:13])([F:12])[F:11])[CH2:7][C:6]=2[CH:22]=1.[B:23]1([B:23]2[O:27][C:26]([CH3:29])([CH3:28])[C:25]([CH3:31])([CH3:30])[O:24]2)[O:27][C:26]([CH3:29])([CH3:28])[C:25]([CH3:31])([CH3:30])[O:24]1.CC([O-])=O.[K+].